Dataset: Forward reaction prediction with 1.9M reactions from USPTO patents (1976-2016). Task: Predict the product of the given reaction. (1) Given the reactants [F:1][C:2]1[CH:3]=[C:4]([CH:6]=[C:7]([F:10])[C:8]=1[F:9])[NH2:5].[N:11]([O-])=O.[Na+].[F:15][B-:16]([F:19])([F:18])[F:17].[H+], predict the reaction product. The product is: [F:15][B-:16]([F:19])([F:18])[F:17].[F:1][C:2]1[CH:3]=[C:4]([N+:5]#[N:11])[CH:6]=[C:7]([F:10])[C:8]=1[F:9]. (2) The product is: [OH:89][C@H:75]1[C@:70]([OH:27])([C:64]2[CH:65]=[CH:66][CH:67]=[CH:68][CH:69]=2)[CH2:71][CH2:72][N:73]([C:76]([O:78][C:79]([CH3:82])([CH3:81])[CH3:80])=[O:77])[CH2:74]1. Given the reactants CS(N)(=O)=O.CC[C@@H]1[C@@H]2C[C@H]([C@@H](OC3C4C(=CC=CC=4)C(O[C@@H](C4C=CN=C5C=4C=C(OC)C=C5)[C@@H]4N5C[C@H](CC)[C@@H](CC5)C4)=NN=3)C3C=CN=C4C=3C=C([O:27]C)C=C4)N(CC2)C1.[C:64]1([C:70]2[CH2:71][CH2:72][N:73]([C:76]([O:78][C:79]([CH3:82])([CH3:81])[CH3:80])=[O:77])[CH2:74][CH:75]=2)[CH:69]=[CH:68][CH:67]=[CH:66][CH:65]=1.S([O-])([O-])=O.[Na+].[Na+].[OH2:89], predict the reaction product. (3) Given the reactants [CH3:1][O:2][C:3]1[C:4]([NH2:18])=[CH:5][C:6]2[CH2:12][CH2:11][N:10]([CH2:13][CH2:14][O:15][CH3:16])[CH2:9][CH2:8][C:7]=2[CH:17]=1.Cl[C:20]1[N:25]=[C:24]([NH:26][C:27]2[CH:32]=[CH:31][C:30]([N:33]3[CH2:38][CH2:37][O:36][CH2:35][CH2:34]3)=[CH:29][C:28]=2[O:39][CH3:40])[C:23]([Cl:41])=[CH:22][N:21]=1.Cl.C(O)(C)C, predict the reaction product. The product is: [Cl:41][C:23]1[C:24]([NH:26][C:27]2[CH:32]=[CH:31][C:30]([N:33]3[CH2:34][CH2:35][O:36][CH2:37][CH2:38]3)=[CH:29][C:28]=2[O:39][CH3:40])=[N:25][C:20]([NH:18][C:4]2[C:3]([O:2][CH3:1])=[CH:17][C:7]3[CH2:8][CH2:9][N:10]([CH2:13][CH2:14][O:15][CH3:16])[CH2:11][CH2:12][C:6]=3[CH:5]=2)=[N:21][CH:22]=1. (4) Given the reactants [NH2:1][C:2]1[C:7](/[CH:8]=[CH:9]/[C:10]([O:12]C)=O)=[CH:6][CH:5]=[CH:4][N:3]=1.[O-]CC.[Na+], predict the reaction product. The product is: [N:1]1[C:2]2[C:7](=[CH:6][CH:5]=[CH:4][N:3]=2)[CH:8]=[CH:9][C:10]=1[OH:12]. (5) Given the reactants [CH3:1][C:2]1[CH:7]=[CH:6][CH:5]=[CH:4][C:3]=1[C:8]1[CH:13]=[CH:12][CH:11]=[CH:10][C:9]=1[CH3:14].Br[C:16]12[CH2:25][CH:20]3[CH2:21][CH:22]([CH2:24][CH:18]([CH2:19]3)[CH2:17]1)[CH2:23]2, predict the reaction product. The product is: [CH3:14][C:9]1[CH:10]=[CH:11][C:12]([C:16]23[CH2:25][CH:20]4[CH2:21][CH:22]([CH2:24][CH:18]([CH2:19]4)[CH2:17]2)[CH2:23]3)=[CH:13][C:8]=1[C:3]1[CH:4]=[C:5]([C:16]23[CH2:25][CH:20]4[CH2:21][CH:22]([CH2:24][CH:18]([CH2:19]4)[CH2:17]2)[CH2:23]3)[CH:6]=[CH:7][C:2]=1[CH3:1]. (6) Given the reactants [CH3:1][C:2]1([C:8]2[CH:13]=[CH:12][CH:11]=[CH:10][CH:9]=2)[CH2:7][CH2:6][NH:5][CH2:4][CH2:3]1.Br.Br[CH2:16][CH2:17][CH2:18][NH2:19].C(=O)([O-])[O-].[K+].[K+], predict the reaction product. The product is: [NH2:19][CH2:18][CH2:17][CH2:16][N:5]1[CH2:4][CH2:3][C:2]([CH3:1])([C:8]2[CH:13]=[CH:12][CH:11]=[CH:10][CH:9]=2)[CH2:7][CH2:6]1. (7) Given the reactants C(O)C.Cl.[NH2:5][OH:6].[CH:7]1[CH:8]=[C:9]2[C:14]3=[C:15]([C:17](O[C:20](=[O:21])[C:13]3=[CH:12][CH:11]=[CH:10]2)=[O:18])[CH:16]=1, predict the reaction product. The product is: [CH:7]1[CH:16]=[C:15]2[C:17]([N:5]([OH:6])[C:20]([C:13]3=[CH:12][CH:11]=[CH:10][C:9](=[C:14]23)[CH:8]=1)=[O:21])=[O:18]. (8) Given the reactants [O:1]=[C:2]([CH3:34])[CH2:3][O:4][C:5]1[CH:6]=[C:7]([CH:31]=[CH:32][CH:33]=1)[C:8]([NH:10][C:11]12[CH2:20][CH:15]3[CH2:16][CH:17]([CH2:19][C:13]([NH:21][C:22]([C:24]4[CH:29]=[N:28][CH:27]=[C:26]([CH3:30])[N:25]=4)=[O:23])([CH2:14]3)[CH2:12]1)[CH2:18]2)=[O:9].[CH3:35][Mg+].[Br-], predict the reaction product. The product is: [OH:1][C:2]([CH3:35])([CH3:34])[CH2:3][O:4][C:5]1[CH:6]=[C:7]([CH:31]=[CH:32][CH:33]=1)[C:8]([NH:10][C:11]12[CH2:18][CH:17]3[CH2:16][CH:15]([CH2:14][C:13]([NH:21][C:22]([C:24]4[CH:29]=[N:28][CH:27]=[C:26]([CH3:30])[N:25]=4)=[O:23])([CH2:19]3)[CH2:12]1)[CH2:20]2)=[O:9]. (9) Given the reactants [ClH:1].[NH2:2][C:3]1[CH:4]=[N:5][CH:6]=[C:7]([NH2:10])[C:8]=1[NH2:9].[OH:11][C:12]1[CH:13]=[C:14]([C:19]([C:21]([C:23]2[CH:28]=[CH:27][C:26]([OH:29])=[C:25]([OH:30])[CH:24]=2)=O)=O)[CH:15]=[CH:16][C:17]=1[OH:18].C(OCC)C, predict the reaction product. The product is: [ClH:1].[OH:11][C:12]1[CH:13]=[C:14]([C:19]2[N:9]=[C:8]3[C:7]([NH2:10])=[CH:6][N:5]=[CH:4][C:3]3=[N:2][C:21]=2[C:23]2[CH:28]=[CH:27][C:26]([OH:29])=[C:25]([OH:30])[CH:24]=2)[CH:15]=[CH:16][C:17]=1[OH:18]. (10) Given the reactants [NH2:1][C:2]1[C:10]([Cl:11])=[CH:9][C:5]([C:6]([OH:8])=O)=[C:4]([O:12][CH3:13])[CH:3]=1.CN1CCOCC1.ClC(OCC(C)C)=O.C([C@@H]([C@H](C(O)=O)O)O)(O)=O.[N:39]1([CH2:44][CH2:45][CH2:46][N:47]2[CH2:52][CH2:51][CH:50]([CH2:53][NH2:54])[CH2:49][CH2:48]2)[CH:43]=[CH:42][N:41]=[N:40]1, predict the reaction product. The product is: [N:39]1([CH2:44][CH2:45][CH2:46][N:47]2[CH2:48][CH2:49][CH:50]([CH2:53][NH:54][C:6](=[O:8])[C:5]3[CH:9]=[C:10]([Cl:11])[C:2]([NH2:1])=[CH:3][C:4]=3[O:12][CH3:13])[CH2:51][CH2:52]2)[CH:43]=[CH:42][N:41]=[N:40]1.